This data is from Forward reaction prediction with 1.9M reactions from USPTO patents (1976-2016). The task is: Predict the product of the given reaction. (1) Given the reactants [CH2:1]([O:3][C:4]1[CH:5]=[C:6]([CH2:13][CH:14]([NH:20][CH:21]=O)[CH2:15][O:16][C:17](=[O:19])[CH3:18])[CH:7]=[CH:8][C:9]=1[O:10][CH2:11][CH3:12])[CH3:2].O=P(Cl)(Cl)Cl.O.C([O-])(O)=O.[Na+], predict the reaction product. The product is: [C:17]([O:16][CH2:15][CH:14]1[CH2:13][C:6]2[C:7](=[CH:8][C:9]([O:10][CH2:11][CH3:12])=[C:4]([O:3][CH2:1][CH3:2])[CH:5]=2)[CH:21]=[N:20]1)(=[O:19])[CH3:18]. (2) The product is: [Br:1][C:2]1[CH:3]=[C:4]([C:13]2[N:17]([C:18]3[CH:19]=[N:20][C:21]([CH3:24])=[CH:22][CH:23]=3)[N:16]=[C:15]([C:25]([N:49]3[CH2:53][C:52](=[O:54])[NH:51][CH2:50]3)=[O:27])[CH:14]=2)[CH:5]=[C:6]([O:8][C:9]([F:10])([F:11])[F:12])[CH:7]=1. Given the reactants [Br:1][C:2]1[CH:3]=[C:4]([C:13]2[N:17]([C:18]3[CH:19]=[N:20][C:21]([CH3:24])=[CH:22][CH:23]=3)[N:16]=[C:15]([C:25]([OH:27])=O)[CH:14]=2)[CH:5]=[C:6]([O:8][C:9]([F:12])([F:11])[F:10])[CH:7]=1.ClC1C=C(C2N(C3C=CC=CN=3)N=C(C([N:49]3[CH2:53][C:52](=[O:54])[NH:51][CH2:50]3)=O)C=2)C=C(F)C=1.Cl.N1C=CNC1=O, predict the reaction product. (3) Given the reactants [Br:1][C:2]1[CH:3]=[C:4]([CH:9]=[C:10]([Br:21])[C:11]=1/[CH:12]=[CH:13]\[C:14]([O:16]C(C)(C)C)=[O:15])[C:5]([O:7][CH3:8])=[O:6].FC(F)(F)C(O)=O, predict the reaction product. The product is: [Br:1][C:2]1[CH:3]=[C:4]([C:5]([O:7][CH3:8])=[O:6])[CH:9]=[C:10]([Br:21])[C:11]=1/[CH:12]=[CH:13]\[C:14]([OH:16])=[O:15]. (4) Given the reactants [C:1]([O:5][C:6]1[CH:23]=[CH:22][CH:21]=[CH:20][C:7]=1[CH2:8][NH:9][CH2:10][CH2:11][NH:12][C:13](=[O:19])OC(C)(C)C)([CH3:4])([CH3:3])[CH3:2].Br[CH2:25][CH2:26][CH2:27][Cl:28].C([O-])([O-])=O.[K+].[K+], predict the reaction product. The product is: [C:1]([O:5][C:6]1[CH:23]=[CH:22][CH:21]=[CH:20][C:7]=1[CH2:8][N:9]([CH2:25][CH2:26][CH2:27][Cl:28])[CH2:10][CH2:11][NH:12][C:13](=[O:19])[C:1]([CH3:4])([CH3:3])[CH3:2])([CH3:2])([CH3:3])[CH3:4]. (5) Given the reactants C[O:2][C:3]([C@H:5]1[CH2:10][CH2:9][C@H:8]([N:11]2[CH2:16][CH2:15][N:14]([C:17]([O:19][C:20]([CH3:23])([CH3:22])[CH3:21])=[O:18])[CH2:13][C:12]2=[O:24])[CH2:7][CH2:6]1)=[O:4].[OH-].[Na+], predict the reaction product. The product is: [C:20]([O:19][C:17]([N:14]1[CH2:15][CH2:16][N:11]([C@H:8]2[CH2:9][CH2:10][C@H:5]([C:3]([OH:4])=[O:2])[CH2:6][CH2:7]2)[C:12](=[O:24])[CH2:13]1)=[O:18])([CH3:23])([CH3:21])[CH3:22].